This data is from Forward reaction prediction with 1.9M reactions from USPTO patents (1976-2016). The task is: Predict the product of the given reaction. (1) Given the reactants [CH3:1][O:2][C:3]1[C:12]([NH:13][C:14](=[O:18])OCC)=[N:11][C:10]2[C:5](=[CH:6][CH:7]=[C:8]([O:19][CH3:20])[CH:9]=2)[N:4]=1.[Cl:21][C:22]1[CH:27]=[CH:26][CH:25]=[CH:24][C:23]=1[N:28]1[CH2:33][CH2:32][NH:31][CH2:30][CH2:29]1, predict the reaction product. The product is: [CH3:1][O:2][C:3]1[C:12]([NH:13][C:14]([N:31]2[CH2:30][CH2:29][N:28]([C:23]3[CH:24]=[CH:25][CH:26]=[CH:27][C:22]=3[Cl:21])[CH2:33][CH2:32]2)=[O:18])=[N:11][C:10]2[C:5](=[CH:6][CH:7]=[C:8]([O:19][CH3:20])[CH:9]=2)[N:4]=1. (2) Given the reactants [CH2:1]([N:3]([CH2:21][CH3:22])[CH2:4][CH2:5][N:6]1[CH2:13][CH2:12][CH2:11][CH2:10][C:9]2[NH:14][C:15]([CH:18]=O)=[C:16]([CH3:17])[C:8]=2[C:7]1=[O:20])[CH3:2].[Br:23][C:24]1[CH:25]=[C:26]2[C:30](=[CH:31][CH:32]=1)[NH:29][C:28](=[O:33])[CH2:27]2, predict the reaction product. The product is: [Br:23][C:24]1[CH:25]=[C:26]2[C:30](=[CH:31][CH:32]=1)[NH:29][C:28](=[O:33])[C:27]2=[CH:18][C:15]1[NH:14][C:9]2[CH2:10][CH2:11][CH2:12][CH2:13][N:6]([CH2:5][CH2:4][N:3]([CH2:21][CH3:22])[CH2:1][CH3:2])[C:7](=[O:20])[C:8]=2[C:16]=1[CH3:17]. (3) The product is: [CH3:12][NH:8][C:48]([C:42]1([C:39]2[CH:40]=[CH:41][C:36]([O:35][CH2:34][CH2:33][CH2:32][N:26]3[CH2:31][CH2:30][O:29][CH2:28][CH2:27]3)=[CH:37][CH:38]=2)[CH2:47][CH2:46][O:45][CH2:44][CH2:43]1)=[O:50]. Given the reactants F[P-](F)(F)(F)(F)F.[N:8]1(OC(N(C)C)=[N+](C)C)[C:12]2C=CC=CC=2N=N1.Cl.[N:26]1([CH2:32][CH2:33][CH2:34][O:35][C:36]2[CH:41]=[CH:40][C:39]([C:42]3([C:48]([OH:50])=O)[CH2:47][CH2:46][O:45][CH2:44][CH2:43]3)=[CH:38][CH:37]=2)[CH2:31][CH2:30][O:29][CH2:28][CH2:27]1.Cl.CN.CCN(C(C)C)C(C)C, predict the reaction product. (4) Given the reactants [OH:1][C:2]1[CH:7]=[CH:6][C:5]([CH2:8][NH:9][C:10](=[O:18])[C:11]2[CH:16]=[CH:15][CH:14]=[N:13][C:12]=2[NH2:17])=[CH:4][CH:3]=1.Cl[CH2:20][CH2:21][CH2:22][C:23]#[CH:24].C(=O)([O-])[O-].[Cs+].[Cs+].CN(C=O)C, predict the reaction product. The product is: [CH2:24]([O:1][C:2]1[CH:3]=[CH:4][C:5]([CH2:8][NH:9][C:10](=[O:18])[C:11]2[CH:16]=[CH:15][CH:14]=[N:13][C:12]=2[NH2:17])=[CH:6][CH:7]=1)[CH2:23][CH2:22][C:21]#[CH:20]. (5) Given the reactants [F:1][C:2]1[C:7]([F:8])=[CH:6][CH:5]=[CH:4][C:3]=1[C@H:9]1[CH2:14][NH:13][C:12](=S)[C@@H:11]([NH:16][C:17](=[O:23])[O:18][C:19]([CH3:22])([CH3:21])[CH3:20])[CH2:10]1.O.[NH2:25][NH2:26], predict the reaction product. The product is: [F:1][C:2]1[C:7]([F:8])=[CH:6][CH:5]=[CH:4][C:3]=1[C@H:9]1[CH2:14][NH:13][C:12](=[N:25][NH2:26])[C@@H:11]([NH:16][C:17](=[O:23])[O:18][C:19]([CH3:22])([CH3:21])[CH3:20])[CH2:10]1. (6) Given the reactants [CH:1]([C:3]1[C:11]2[C:6](=[CH:7][C:8]([C:12]([OH:14])=O)=[CH:9][CH:10]=2)[NH:5][CH:4]=1)=[O:2].[C:15]1([CH:21]2[CH2:26][CH2:25][NH:24][CH2:23][CH2:22]2)[CH:20]=[CH:19][CH:18]=[CH:17][CH:16]=1.ON1C2N=CC=CC=2N=N1.C(N(CC)CC)C.F[P-](F)(F)(F)(F)F.Br[P+](N1CCCC1)(N1CCCC1)N1CCCC1, predict the reaction product. The product is: [C:15]1([CH:21]2[CH2:22][CH2:23][N:24]([C:12]([C:8]3[CH:7]=[C:6]4[C:11]([C:3]([CH:1]=[O:2])=[CH:4][NH:5]4)=[CH:10][CH:9]=3)=[O:14])[CH2:25][CH2:26]2)[CH:20]=[CH:19][CH:18]=[CH:17][CH:16]=1.